This data is from Peptide-MHC class I binding affinity with 185,985 pairs from IEDB/IMGT. The task is: Regression. Given a peptide amino acid sequence and an MHC pseudo amino acid sequence, predict their binding affinity value. This is MHC class I binding data. The peptide sequence is APTLHRLGI. The MHC is HLA-A31:01 with pseudo-sequence HLA-A31:01. The binding affinity (normalized) is 0.0847.